Binary Classification. Given a miRNA mature sequence and a target amino acid sequence, predict their likelihood of interaction. From a dataset of Experimentally validated miRNA-target interactions with 360,000+ pairs, plus equal number of negative samples. (1) The miRNA is hsa-miR-6874-5p with sequence AUGGAGCUGGAACCAGAUCAGGC. The protein sequence of the target gene is MQASRHSIQAEPGWYVSAQQPEEAVAADEWSPLLSNEPHRQGSSGASFGLSVFNVMNAIMGSGILGLAYVMANTGILGFSFLLLFVALLASYSVHLLLAMCIHTAVTSYEDLGLFAFGLPGKVVVAGTIIIQNIGAMSSYLLIIKTELPAAISEFLPSDHSGSWYLDGQMLLIIICVGIVFPLSLLPKIGFLGYTSSLSFFFMVFFALVVVIKKWAVPCPVTLDCINEVFQISNATDDCKPKLFHFSKESVYAIPTMAFSFLCHTSVLPIYCELQSPSKKRMQNVTNTAIALSFLVYFVS.... Result: 0 (no interaction). (2) The miRNA is hsa-miR-648 with sequence AAGUGUGCAGGGCACUGGU. The protein sequence of the target gene is MLREEATKKSKEKEPGMALPQGRLTFRDVAIEFSLEEWKCLNPAQRALYRAVMLENYRNLEFVDSSLKSMMEFSSTRHSITGEVIHTGTLQRHKSHHIGDFCFPEMKKDIHHFEFQWQEVERNGHEAPMTKIKKLTGSTDRSDHRHAGNKPIKDQLGLSFHSHLPELHMFQTKGKISNQLDKSIGASSASESQRISCRLKTHISNKYGKNFLHSSFTQIQEICMREKPCQSNECGKAFNYSSLLRRHHITHSREREYKCDVCGKIFNQKQYIVYHHRCHTGEKTYKCNECGKTFTQMSSL.... Result: 0 (no interaction). (3) The miRNA is hsa-miR-4474-3p with sequence UUGUGGCUGGUCAUGAGGCUAA. The protein sequence of the target gene is MAASPHTISSRLLTGSVGGCIWYLERRAIQGLPHRVTRLFRNVSNQWVTLQHLSFLKRMYVTQLHRGLSQRVKPKPEPPASPFLEHTSSGQARADEDELPSFPAPSRPLSRKPNEELVELEATSIVDHSLDTAKEKKEERQWKEMKLHTDDLPGILARLSKIKLTALVVSTTSAGFALAPGPFDWSCFLLTSLGTGLASCAANSINQFFEVPFDSNMNRTKNRPLVRGQISPLLAVSFATCCAVPGVALLTWGVNPLTGALGVFNIFLYTCCYTPLKRVSITNTWVGAVVGAIPPVMGWT.... Result: 0 (no interaction).